Task: Predict the reaction yield, written as a fraction of the theoretical maximum amount of product (1.0 means a 100% yield; for example, 0.34 means a 34% yield).. Dataset: Reaction yield outcomes from USPTO patents with 853,638 reactions (1) The reactants are [CH3:1][C@H:2]1[CH2:7][N:6]([C:8]2[CH:13]=[CH:12][CH:11]=[CH:10][N:9]=2)[CH2:5][CH2:4][N:3]1C(OC(C)(C)C)=O.FC(F)(F)C(O)=O.C(=O)([O-])[O-].[Na+].[Na+]. The catalyst is ClCCl. The yield is 0.930. The product is [CH3:1][C@@H:2]1[NH:3][CH2:4][CH2:5][N:6]([C:8]2[CH:13]=[CH:12][CH:11]=[CH:10][N:9]=2)[CH2:7]1. (2) The product is [Cl:27][C:21]1[CH:22]=[C:23]([F:26])[CH:24]=[CH:25][C:20]=1[N:19]1[CH:18]=[N:17][N:16]=[C:15]1[C:9]1[S:8][C:7]2[C:6]3[CH:28]=[C:2]([C:29]#[N:33])[CH:3]=[CH:4][C:5]=3[O:14][CH2:13][CH2:12][C:11]=2[CH:10]=1. The reactants are Br[C:2]1[CH:3]=[CH:4][C:5]2[O:14][CH2:13][CH2:12][C:11]3[CH:10]=[C:9]([C:15]4[N:19]([C:20]5[CH:25]=[CH:24][C:23]([F:26])=[CH:22][C:21]=5[Cl:27])[CH:18]=[N:17][N:16]=4)[S:8][C:7]=3[C:6]=2[CH:28]=1.[CH2:29]([N:33]1C=CN=C1)CCC. The yield is 0.300. The catalyst is [Cu]I.C1(C)C=CC=CC=1. (3) The reactants are [Si:1]([O:8][CH2:9][C@@H:10]([NH:25][C:26](=[O:32])[O:27][C:28]([CH3:31])([CH3:30])[CH3:29])[C@H:11]([C:15]1[CH:20]=[CH:19][C:18]([C:21]([F:24])([F:23])[F:22])=[CH:17][CH:16]=1)/[CH:12]=C/C)([C:4]([CH3:7])([CH3:6])[CH3:5])([CH3:3])[CH3:2].[BH4-].[Na+].C[OH:36].C(Cl)Cl. No catalyst specified. The product is [Si:1]([O:8][CH2:9][C@@H:10]([NH:25][C:26](=[O:32])[O:27][C:28]([CH3:31])([CH3:29])[CH3:30])[C@H:11]([C:15]1[CH:20]=[CH:19][C:18]([C:21]([F:23])([F:24])[F:22])=[CH:17][CH:16]=1)[CH2:12][OH:36])([C:4]([CH3:6])([CH3:7])[CH3:5])([CH3:3])[CH3:2]. The yield is 0.970. (4) The catalyst is O. The reactants are C[O:2][C:3](=[O:22])[CH2:4][NH:5][C:6](=[O:21])[CH:7]=[C:8]1[C:20]2[CH:19]=[CH:18][CH:17]=[CH:16][C:15]=2[C:14]2[C:9]1=[CH:10][CH:11]=[CH:12][CH:13]=2.CO.[Li+].[OH-].Cl. The product is [CH:10]1[C:9]2[C:8](=[CH:7][C:6]([NH:5][CH2:4][C:3]([OH:22])=[O:2])=[O:21])[C:20]3[C:15](=[CH:16][CH:17]=[CH:18][CH:19]=3)[C:14]=2[CH:13]=[CH:12][CH:11]=1. The yield is 0.930. (5) The reactants are [O:1]([C:8]1[C:17]([NH2:18])=[C:16]([NH:19][CH2:20][CH2:21][O:22][CH2:23][CH2:24][CH2:25][C:26]2[CH:27]=[N:28][CH:29]=[CH:30][CH:31]=2)[C:15]2[CH2:14][CH2:13][CH2:12][CH2:11][C:10]=2[N:9]=1)[C:2]1[CH:7]=[CH:6][CH:5]=[CH:4][CH:3]=1.N1C=CC=[CH:34][CH:33]=1.C(Cl)(=O)C. The catalyst is C(OCC)(=O)C. The product is [CH3:33][C:34]1[N:19]([CH2:20][CH2:21][O:22][CH2:23][CH2:24][CH2:25][C:26]2[CH:27]=[N:28][CH:29]=[CH:30][CH:31]=2)[C:16]2[C:15]3[CH2:14][CH2:13][CH2:12][CH2:11][C:10]=3[N:9]=[C:8]([O:1][C:2]3[CH:3]=[CH:4][CH:5]=[CH:6][CH:7]=3)[C:17]=2[N:18]=1. The yield is 0.880. (6) The reactants are [Si:1]([O:8][CH:9]([CH:28]1[CH2:36][C:35]2[C:30](=[CH:31][CH:32]=[C:33]([O:37][C:38]3[CH:43]=[CH:42][CH:41]=[CH:40][CH:39]=3)[CH:34]=2)[CH2:29]1)[C:10]1[O:11][C:12]([Sn](CCCC)(CCCC)CCCC)=[CH:13][N:14]=1)([C:4]([CH3:7])([CH3:6])[CH3:5])([CH3:3])[CH3:2].Br[C:45]1[CH:50]=[CH:49][CH:48]=[CH:47][N:46]=1. No catalyst specified. The product is [Si:1]([O:8][CH:9]([CH:28]1[CH2:36][C:31]2[C:30](=[CH:35][CH:34]=[C:33]([O:37][C:38]3[CH:43]=[CH:42][CH:41]=[CH:40][CH:39]=3)[CH:32]=2)[CH2:29]1)[C:10]1[O:11][C:12]([C:45]2[CH:50]=[CH:49][CH:48]=[CH:47][N:46]=2)=[CH:13][N:14]=1)([C:4]([CH3:6])([CH3:7])[CH3:5])([CH3:2])[CH3:3]. The yield is 0.300.